From a dataset of Catalyst prediction with 721,799 reactions and 888 catalyst types from USPTO. Predict which catalyst facilitates the given reaction. (1) Reactant: [Li+].[OH-].C([O:5][C:6]([C:8]12[CH2:25][CH:24]1[CH:23]=[CH:22][CH2:21][CH2:20][CH2:19][CH2:18][N:17]([CH3:26])[C:16](=[O:27])[CH:15]1[CH:11]([CH2:12][CH:13]([O:28][C:29]3[C:38]4[C:33](=[C:34]([CH3:41])[C:35]([O:39][CH3:40])=[CH:36][CH:37]=4)[N:32]=[C:31]([C:42]4[N:43]=[C:44]([CH:47]5[CH2:52][CH2:51][CH2:50][CH2:49][CH2:48]5)[S:45][CH:46]=4)[CH:30]=3)[CH2:14]1)[C:10](=[O:53])[NH:9]2)=[O:7])C. Product: [CH:47]1([C:44]2[S:45][CH:46]=[C:42]([C:31]3[CH:30]=[C:29]([O:28][CH:13]4[CH2:12][CH:11]5[CH:15]([C:16](=[O:27])[N:17]([CH3:26])[CH2:18][CH2:19][CH2:20][CH2:21][CH:22]=[CH:23][CH:24]6[C:8]([C:6]([OH:7])=[O:5])([NH:9][C:10]5=[O:53])[CH2:25]6)[CH2:14]4)[C:38]4[C:33](=[C:34]([CH3:41])[C:35]([O:39][CH3:40])=[CH:36][CH:37]=4)[N:32]=3)[N:43]=2)[CH2:48][CH2:49][CH2:50][CH2:51][CH2:52]1. The catalyst class is: 200. (2) Reactant: [Si]([O:8][C@H:9]1[CH2:14][N:13]([C:15]([O:17][C:18]([CH3:21])([CH3:20])[CH3:19])=[O:16])[C@@H:12]([CH2:22][CH2:23][N:24]2[C:29]3[CH:30]=[C:31]([C:34]#[N:35])[CH:32]=[CH:33][C:28]=3[O:27][CH2:26][C:25]2=[O:36])[CH2:11][CH2:10]1)(C(C)(C)C)(C)C.[F-].C([N+](CCCC)(CCCC)CCCC)CCC. Product: [C:34]([C:31]1[CH:32]=[CH:33][C:28]2[O:27][CH2:26][C:25](=[O:36])[N:24]([CH2:23][CH2:22][C@H:12]3[CH2:11][CH2:10][C@@H:9]([OH:8])[CH2:14][N:13]3[C:15]([O:17][C:18]([CH3:20])([CH3:19])[CH3:21])=[O:16])[C:29]=2[CH:30]=1)#[N:35]. The catalyst class is: 56. (3) Reactant: [OH:1][CH2:2][CH2:3][N:4]1[CH2:9][CH:8]([C:10]2[CH:15]=[CH:14][CH:13]=[CH:12][CH:11]=2)[CH2:7][CH2:6][C:5]1=[O:16].[H-].[Na+].Cl[C:20]1[C:29]2[C:24](=[CH:25][C:26]([O:30][CH3:31])=[CH:27][CH:28]=2)[N:23]=[CH:22][CH:21]=1. Product: [CH3:31][O:30][C:26]1[CH:25]=[C:24]2[C:29]([C:20]([O:1][CH2:2][CH2:3][N:4]3[CH2:9][CH:8]([C:10]4[CH:15]=[CH:14][CH:13]=[CH:12][CH:11]=4)[CH2:7][CH2:6][C:5]3=[O:16])=[CH:21][CH:22]=[N:23]2)=[CH:28][CH:27]=1. The catalyst class is: 3.